From a dataset of Full USPTO retrosynthesis dataset with 1.9M reactions from patents (1976-2016). Predict the reactants needed to synthesize the given product. Given the product [CH3:25][O:24][C:22]1[CH:21]=[CH:20][CH:19]=[C:18]2[C:23]=1[CH:15]([NH:14][C:11]1[O:12][CH2:13][C:8]3[CH:7]=[C:6]([NH:5][C:3](=[O:4])[CH2:2][N:28]4[CH2:33][CH2:32][O:31][CH2:30][CH2:29]4)[CH:27]=[CH:26][C:9]=3[N:10]=1)[CH2:16][CH2:17]2, predict the reactants needed to synthesize it. The reactants are: Cl[CH2:2][C:3]([NH:5][C:6]1[CH:27]=[CH:26][C:9]2[N:10]=[C:11]([NH:14][CH:15]3[C:23]4[C:18](=[CH:19][CH:20]=[CH:21][C:22]=4[O:24][CH3:25])[CH2:17][CH2:16]3)[O:12][CH2:13][C:8]=2[CH:7]=1)=[O:4].[NH:28]1[CH2:33][CH2:32][O:31][CH2:30][CH2:29]1.